Dataset: Catalyst prediction with 721,799 reactions and 888 catalyst types from USPTO. Task: Predict which catalyst facilitates the given reaction. (1) Reactant: [CH3:1][Mg]Cl.[CH2:4]1[CH2:8][O:7]CC1.C(OC([C:14]1[C:29]([NH2:30])=[CH:28][C:17]2[N:18]=[C:19]([C:21]3[CH:26]=[CH:25][C:24]([CH3:27])=[CH:23][CH:22]=3)[O:20][C:16]=2[C:15]=1[Cl:31])=O)C.[NH4+].[Cl-]. Product: [NH2:30][C:29]1[C:14]([C:8]([OH:7])([CH3:4])[CH3:1])=[C:15]([Cl:31])[C:16]2[O:20][C:19]([C:21]3[CH:22]=[CH:23][C:24]([CH3:27])=[CH:25][CH:26]=3)=[N:18][C:17]=2[CH:28]=1. The catalyst class is: 1. (2) Reactant: [Cl:1][CH2:2][S:3]([NH:6][C:7]1[CH:12]=[CH:11][C:10]([C:13]2[C:18]([F:19])=[CH:17][N:16]=[C:15]3[N:20](S(C4C=CC(C)=CC=4)(=O)=O)[C:21]4[C:26]([C:14]=23)=[CH:25][C:24]([C:27]2[CH:28]=[N:29][CH:30]=[CH:31][CH:32]=2)=[N:23][CH:22]=4)=[CH:9][CH:8]=1)(=[O:5])=[O:4].O.[OH-].[Li+]. Product: [Cl:1][CH2:2][S:3]([NH:6][C:7]1[CH:12]=[CH:11][C:10]([C:13]2[C:18]([F:19])=[CH:17][N:16]=[C:15]3[NH:20][C:21]4[C:26]([C:14]=23)=[CH:25][C:24]([C:27]2[CH:28]=[N:29][CH:30]=[CH:31][CH:32]=2)=[N:23][CH:22]=4)=[CH:9][CH:8]=1)(=[O:4])=[O:5]. The catalyst class is: 30. (3) Reactant: [OH:1][CH2:2][C:3]1[C:4]2[N:5]([N:11]=[C:12]([CH2:14][O:15][CH:16]3[CH2:21][CH2:20][CH2:19][CH2:18][O:17]3)[CH:13]=2)[C:6]([O:9][CH3:10])=[CH:7][CH:8]=1. Product: [CH3:10][O:9][C:6]1[N:5]2[N:11]=[C:12]([CH2:14][O:15][CH:16]3[CH2:21][CH2:20][CH2:19][CH2:18][O:17]3)[CH:13]=[C:4]2[C:3]([CH:2]=[O:1])=[CH:8][CH:7]=1. The catalyst class is: 428. (4) Product: [F:36][C:31]1[CH:32]=[C:33]2[C:28](=[CH:29][CH:30]=1)[N:27]=[C:26]([N:15]1[CH2:16][CH2:17][CH:12]([N:5]3[C:6]4=[N:7][CH:8]=[CH:9][N:10]=[C:11]4[C:3]([CH3:19])([CH3:2])[C:4]3=[O:18])[CH2:13][CH2:14]1)[CH:35]=[CH:34]2. Reactant: Cl.[CH3:2][C:3]1([CH3:19])[C:11]2[C:6](=[N:7][CH:8]=[CH:9][N:10]=2)[N:5]([CH:12]2[CH2:17][CH2:16][NH:15][CH2:14][CH2:13]2)[C:4]1=[O:18].FC(F)(F)S(O[C:26]1[CH:35]=[CH:34][C:33]2[C:28](=[CH:29][CH:30]=[C:31]([F:36])[CH:32]=2)[N:27]=1)(=O)=O.CCN(C(C)C)C(C)C.O. The catalyst class is: 16. (5) Reactant: C([O:3][C:4]([C:6]1[C:10]([CH3:11])=[C:9]([C:12]2[CH:17]=[CH:16][C:15]([C:18]#[N:19])=[C:14]([F:20])[CH:13]=2)[O:8][N:7]=1)=[O:5])C.[OH-].[Na+]. Product: [C:18]([C:15]1[CH:16]=[CH:17][C:12]([C:9]2[O:8][N:7]=[C:6]([C:4]([OH:5])=[O:3])[C:10]=2[CH3:11])=[CH:13][C:14]=1[F:20])#[N:19]. The catalyst class is: 7.